This data is from Reaction yield outcomes from USPTO patents with 853,638 reactions. The task is: Predict the reaction yield, written as a fraction of the theoretical maximum amount of product (1.0 means a 100% yield; for example, 0.34 means a 34% yield). (1) The reactants are [OH:1][CH2:2][CH2:3][CH2:4][NH:5][CH:6]1[CH2:11][CH2:10][CH2:9][N:8]([C:12]([O:14][C:15]([CH3:18])([CH3:17])[CH3:16])=[O:13])[CH2:7]1.Cl[C:20]1[N:25]=[C:24]([N:26]2[CH2:31][CH2:30][O:29][CH2:28][CH2:27]2)[N:23]=[C:22]([N:32]2[C:36]3[CH:37]=[CH:38][CH:39]=[C:40]([O:41][CH3:42])[C:35]=3[N:34]=[C:33]2[CH:43]([F:45])[F:44])[N:21]=1.CCN(C(C)C)C(C)C. The catalyst is CN(C=O)C.O. The product is [F:45][CH:43]([F:44])[C:33]1[N:32]([C:22]2[N:23]=[C:24]([N:26]3[CH2:31][CH2:30][O:29][CH2:28][CH2:27]3)[N:25]=[C:20]([N:5]([CH2:4][CH2:3][CH2:2][OH:1])[CH:6]3[CH2:11][CH2:10][CH2:9][N:8]([C:12]([O:14][C:15]([CH3:18])([CH3:17])[CH3:16])=[O:13])[CH2:7]3)[N:21]=2)[C:36]2[CH:37]=[CH:38][CH:39]=[C:40]([O:41][CH3:42])[C:35]=2[N:34]=1. The yield is 0.900. (2) The reactants are C(OC([N:8]1[CH2:13][CH2:12][N:11]([C:14](=[O:22])[C:15]2[CH:20]=[CH:19][C:18]([Cl:21])=[CH:17][CH:16]=2)[CH2:10][CH2:9]1)=O)(C)(C)C.O1CCOCC1. The catalyst is C(Cl)Cl. The product is [Cl:21][C:18]1[CH:17]=[CH:16][C:15]([C:14]([N:11]2[CH2:10][CH2:9][NH:8][CH2:13][CH2:12]2)=[O:22])=[CH:20][CH:19]=1. The yield is 0.990. (3) The reactants are CC/C=C\C/C=C\C/C=C\CCCCCCCCO.[CH2:20]([Br:38])[CH2:21][CH2:22][CH2:23][CH2:24][CH2:25][CH2:26][CH2:27][CH2:28][CH2:29][CH2:30][CH2:31][CH2:32][CH2:33][CH2:34][CH2:35][CH2:36][CH3:37]. No catalyst specified. The product is [Br:38][CH2:20][CH2:21][CH2:22][CH2:23][CH2:24][CH2:25][CH2:26][CH2:27]/[CH:28]=[CH:29]\[CH2:30]/[CH:31]=[CH:32]\[CH2:33]/[CH:34]=[CH:35]\[CH2:36][CH3:37]. The yield is 0.930. (4) The reactants are Cl[C:2]1[C:3]([N+:9]([O-:11])=[O:10])=[C:4]([CH:6]=[CH:7][CH:8]=1)[NH2:5].[NH:12]1[CH2:17][CH2:16][CH2:15][CH2:14][CH2:13]1.C([O-])([O-])=O.[K+].[K+]. The catalyst is CN(C=O)C.C(OCC)(=O)C. The product is [N+:9]([C:3]1[C:2]([N:12]2[CH2:17][CH2:16][CH2:15][CH2:14][CH2:13]2)=[CH:8][CH:7]=[CH:6][C:4]=1[NH2:5])([O-:11])=[O:10]. The yield is 0.703. (5) The reactants are [Cl:1][C:2]1[CH:8]=[C:7]([O:9][C:10]2[C:19]3[C:14](=[CH:15][C:16]([O:22][CH3:23])=[C:17]([O:20][CH3:21])[CH:18]=3)[N:13]=[CH:12][N:11]=2)[CH:6]=[CH:5][C:3]=1[NH2:4].Cl[C:25](Cl)([O:27][C:28](=[O:34])OC(Cl)(Cl)Cl)Cl.[C:36]1([CH2:42][CH2:43]CO)[CH:41]=[CH:40][CH:39]=[CH:38][CH:37]=1.C(=O)(O)[O-].[Na+]. The catalyst is C(Cl)Cl.C(N(CC)CC)C.C1(C)C=CC=CC=1. The product is [Cl:1][C:2]1[CH:8]=[C:7]([O:9][C:10]2[C:19]3[C:14](=[CH:15][C:16]([O:22][CH3:23])=[C:17]([O:20][CH3:21])[CH:18]=3)[N:13]=[CH:12][N:11]=2)[CH:6]=[CH:5][C:3]=1[NH:4][C:28](=[O:34])[O:27][CH2:25][CH2:43][CH2:42][C:36]1[CH:41]=[CH:40][CH:39]=[CH:38][CH:37]=1. The yield is 0.490. (6) The reactants are [OH-].[Na+].BrBr.[CH2:5]([O:12][C:13]1[CH:32]=[CH:31][C:16]([CH2:17][C@H:18]([NH:23][C:24](=[O:30])[O:25][C:26]([CH3:29])([CH3:28])[CH3:27])[C@H:19](O)[CH2:20][OH:21])=[CH:15][C:14]=1[F:33])[C:6]1[CH:11]=[CH:10][CH:9]=[CH:8][CH:7]=1. The catalyst is O. The product is [CH2:5]([O:12][C:13]1[CH:32]=[CH:31][C:16]([CH2:17][C@H:18]([NH:23][C:24](=[O:30])[O:25][C:26]([CH3:27])([CH3:29])[CH3:28])[C@H:19]2[CH2:20][O:21]2)=[CH:15][C:14]=1[F:33])[C:6]1[CH:7]=[CH:8][CH:9]=[CH:10][CH:11]=1. The yield is 0.980. (7) The reactants are [CH3:1][N:2]1[C:6]([CH3:7])=[C:5]([CH2:8][N:9]2[CH2:14][CH2:13][N:12]([C:15]3[C:20]([C:21]4[CH:26]=[CH:25][C:24]([CH2:27]O)=[CH:23][CH:22]=4)=[N:19][CH:18]=[CH:17][N:16]=3)[CH2:11][CH2:10]2)[CH:4]=[N:3]1.S(Cl)([Cl:31])=O. The catalyst is C(Cl)Cl. The product is [ClH:31].[ClH:31].[Cl:31][CH2:27][C:24]1[CH:25]=[CH:26][C:21]([C:20]2[C:15]([N:12]3[CH2:13][CH2:14][N:9]([CH2:8][C:5]4[CH:4]=[N:3][N:2]([CH3:1])[C:6]=4[CH3:7])[CH2:10][CH2:11]3)=[N:16][CH:17]=[CH:18][N:19]=2)=[CH:22][CH:23]=1. The yield is 1.00. (8) The reactants are [OH:1][CH:2]([C:13]1[CH:18]=[CH:17][CH:16]=[C:15]([O:19][CH3:20])[CH:14]=1)[CH2:3][O:4][C:5]1[CH:12]=[CH:11][C:8]([CH:9]=O)=[CH:7][CH:6]=1.[S:21]1[CH2:25][C:24](=[O:26])[NH:23][C:22]1=[O:27].N1CCCCC1. The catalyst is CCO. The product is [OH:1][CH:2]([C:13]1[CH:18]=[CH:17][CH:16]=[C:15]([O:19][CH3:20])[CH:14]=1)[CH2:3][O:4][C:5]1[CH:12]=[CH:11][C:8]([CH:9]=[C:25]2[S:21][C:22](=[O:27])[NH:23][C:24]2=[O:26])=[CH:7][CH:6]=1. The yield is 0.580. (9) The reactants are CN(C)CCN(C)C.[Li]C(CC)C.C1CCCCC1.[C:20]([Si:24]([CH3:40])([CH3:39])[O:25][C:26]1[CH:38]=[CH:37][C:29]([C:30](N(CC)CC)=[O:31])=[CH:28][CH:27]=1)([CH3:23])([CH3:22])[CH3:21].[CH3:41][C:42]([CH3:44])=[O:43]. The catalyst is C1COCC1. The product is [C:20]([Si:24]([CH3:39])([CH3:40])[O:25][C:26]1[CH:27]=[C:28]2[C:29](=[CH:37][CH:38]=1)[C:30](=[O:31])[O:43][C:42]2([CH3:44])[CH3:41])([CH3:21])([CH3:22])[CH3:23]. The yield is 0.360.